This data is from Peptide-MHC class I binding affinity with 185,985 pairs from IEDB/IMGT. The task is: Regression. Given a peptide amino acid sequence and an MHC pseudo amino acid sequence, predict their binding affinity value. This is MHC class I binding data. The peptide sequence is GPKRIVKCF. The MHC is HLA-B42:02 with pseudo-sequence HLA-B42:02. The binding affinity (normalized) is 0.465.